Dataset: Full USPTO retrosynthesis dataset with 1.9M reactions from patents (1976-2016). Task: Predict the reactants needed to synthesize the given product. (1) Given the product [N+:1]([C:4]1[CH:15]=[CH:14][C:7]([O:8][CH2:9][C:10]2[O:11][CH:16]=[N:13][N:12]=2)=[CH:6][CH:5]=1)([O-:3])=[O:2], predict the reactants needed to synthesize it. The reactants are: [N+:1]([C:4]1[CH:15]=[CH:14][C:7]([O:8][CH2:9][C:10]([NH:12][NH2:13])=[O:11])=[CH:6][CH:5]=1)([O-:3])=[O:2].[CH3:16]S(O)(=O)=O.C(OCC)(OCC)OCC.O1CCCC1. (2) Given the product [CH2:6]([O:8][C:9]1[C:10]([CH2:33][N:34]2[CH2:35][CH2:36][CH2:37][CH2:38][CH2:39]2)=[C:11]2[C:16](=[C:17]3[CH2:21][C:20]([CH3:22])([CH3:23])[O:19][C:18]=13)[C:15]([C:24]1[CH:25]=[C:26]([NH:30][S:2]([CH3:1])(=[O:4])=[O:3])[CH:27]=[CH:28][CH:29]=1)=[N:14][C:13]([CH3:32])([CH3:31])[CH2:12]2)[CH3:7], predict the reactants needed to synthesize it. The reactants are: [CH3:1][S:2](Cl)(=[O:4])=[O:3].[CH2:6]([O:8][C:9]1[C:10]([CH2:33][N:34]2[CH2:39][CH2:38][CH2:37][CH2:36][CH2:35]2)=[C:11]2[C:16](=[C:17]3[CH2:21][C:20]([CH3:23])([CH3:22])[O:19][C:18]=13)[C:15]([C:24]1[CH:25]=[C:26]([NH2:30])[CH:27]=[CH:28][CH:29]=1)=[N:14][C:13]([CH3:32])([CH3:31])[CH2:12]2)[CH3:7].C(=O)([O-])O.[Na+].